This data is from Forward reaction prediction with 1.9M reactions from USPTO patents (1976-2016). The task is: Predict the product of the given reaction. (1) Given the reactants [C:1]([O:5][C:6]([N:8]1[CH2:13][CH2:12][CH:11]([C:14]([OH:16])=O)[CH:10]([CH3:17])[CH2:9]1)=[O:7])([CH3:4])([CH3:3])[CH3:2].C1N=CN(C(N2C=NC=C2)=O)C=1.O[N:31]=[C:32]([C:34]1[CH:43]=[CH:42][C:41]2[C:36](=[CH:37][CH:38]=[CH:39][CH:40]=2)[N:35]=1)[NH2:33], predict the reaction product. The product is: [CH3:17][CH:10]1[CH:11]([C:14]2[O:16][N:33]=[C:32]([C:34]3[CH:43]=[CH:42][C:41]4[C:36](=[CH:37][CH:38]=[CH:39][CH:40]=4)[N:35]=3)[N:31]=2)[CH2:12][CH2:13][N:8]([C:6]([O:5][C:1]([CH3:2])([CH3:3])[CH3:4])=[O:7])[CH2:9]1. (2) Given the reactants [N:1]1[C:10]2[C:5](=[CH:6][CH:7]=[CH:8][CH:9]=2)[N:4]=[CH:3][C:2]=1[C:11]1[CH:12]=[C:13]([NH2:17])[CH:14]=[CH:15][CH:16]=1.CCN(C(C)C)C(C)C.[Cl:27]C(Cl)C(Cl)=O.[CH2:33]1C[O:36][CH2:35][CH2:34]1, predict the reaction product. The product is: [Cl:27][CH2:33][CH2:34][C:35]([NH:17][C:13]1[CH:14]=[CH:15][CH:16]=[C:11]([C:2]2[CH:3]=[N:4][C:5]3[C:10](=[CH:9][CH:8]=[CH:7][CH:6]=3)[N:1]=2)[CH:12]=1)=[O:36]. (3) Given the reactants [N+:1]([C:4]1[CH:5]=[C:6]([C:12]2[O:13][C:14]3[CH:20]=[CH:19][C:18](Br)=[CH:17][C:15]=3[N:16]=2)[CH:7]=[CH:8][C:9]=1[O:10][CH3:11])([O-:3])=[O:2].[CH3:22][O:23][C:24]1[CH:25]=[C:26](B(O)O)[CH:27]=[CH:28][CH:29]=1, predict the reaction product. The product is: [N+:1]([C:4]1[CH:5]=[C:6]([C:12]2[O:13][C:14]3[CH:20]=[CH:19][C:18]([C:28]4[CH:27]=[CH:26][CH:25]=[C:24]([O:23][CH3:22])[CH:29]=4)=[CH:17][C:15]=3[N:16]=2)[CH:7]=[CH:8][C:9]=1[O:10][CH3:11])([O-:3])=[O:2]. (4) Given the reactants [OH-:1].[K+].[NH2:3][OH:4].Cl.FC1C=CC([C:13]2[CH:18]=[CH:17][N:16]=[C:15]([N:19]([CH2:26][C:27]3[CH:36]=[CH:35][C:30]([C:31](OC)=O)=[CH:29][CH:28]=3)[C:20]3[S:24]N=[C:22]([CH3:25])[N:21]=3)[CH:14]=2)=CC=1, predict the reaction product. The product is: [NH2:3][OH:1].[S:24]1[C:18]2[CH:13]=[CH:14][CH:15]=[CH:25][C:22]=2[N:21]=[C:20]1[N:19]([CH2:26][C:27]1[CH:28]=[CH:29][C:30]([C:31]([NH:3][OH:4])=[O:1])=[CH:35][CH:36]=1)[C:15]1[CH:14]=[CH:13][CH:18]=[CH:17][N:16]=1.